From a dataset of Forward reaction prediction with 1.9M reactions from USPTO patents (1976-2016). Predict the product of the given reaction. (1) Given the reactants [CH3:1][O:2][C:3]1[CH:8]=[C:7]([CH3:9])[C:6]([S:10]([N:13]([CH2:15][C:16]2[O:20][C:19]([CH3:21])=[C:18]([C:22](O)=[O:23])[CH:17]=2)[CH3:14])(=[O:12])=[O:11])=[C:5]([CH3:25])[CH:4]=1.CC[N:28]=C=NCCCN(C)C.C1C=NC2N(O)N=NC=2C=1.[NH:47]1[CH2:51][CH2:50][N:49]=[C:48]1[C:52]1[CH:57]=[CH:56][C:55]([CH:58](N)[CH3:59])=[CH:54][CH:53]=1.Cl.CCN(C(C)C)C(C)C, predict the reaction product. The product is: [NH:47]1[CH2:51][CH2:50][N:49]=[C:48]1[C:52]1[CH:57]=[CH:56][C:55]([CH2:58][CH2:59][NH:28][C:22]([C:18]2[CH:17]=[C:16]([CH2:15][N:13]([S:10]([C:6]3[C:7]([CH3:9])=[CH:8][C:3]([O:2][CH3:1])=[CH:4][C:5]=3[CH3:25])(=[O:12])=[O:11])[CH3:14])[O:20][C:19]=2[CH3:21])=[O:23])=[CH:54][CH:53]=1. (2) Given the reactants [CH3:1][N:2]([CH2:4][C:5]1[CH:6]=[C:7]([CH:10]=[CH:11][CH:12]=1)[C:8]#[N:9])[CH3:3], predict the reaction product. The product is: [CH3:3][N:2]([CH2:4][C:5]1[CH:6]=[C:7]([CH:10]=[CH:11][CH:12]=1)[CH2:8][NH2:9])[CH3:1]. (3) Given the reactants [CH2:1]([O:3][C:4]([C:6]1[C:7]([CH:16]([CH3:18])[CH3:17])=[C:8]2[N:13]([CH:14]=1)[N:12]=[CH:11][NH:10][C:9]2=[O:15])=O)[CH3:2].O.[NH2:20][NH2:21].C(Cl)(=O)C, predict the reaction product. The product is: [CH:16]([C:7]1[C:6]([C:4]2[O:3][C:1]([CH3:2])=[N:20][N:21]=2)=[CH:14][N:13]2[C:8]=1[C:9](=[O:15])[NH:10][CH:11]=[N:12]2)([CH3:18])[CH3:17]. (4) Given the reactants [CH:1]1([NH:4][C:5]([NH:7][C:8]2[CH:13]=[CH:12][C:11]([O:14][C:15]3[CH:20]=[CH:19][N:18]=[C:17]4[CH:21]=[C:22]([C:24]5[CH:29]=[CH:28][C:27]([CH2:30][N:31]6[CH2:36][CH2:35][NH:34][CH2:33][CH2:32]6)=[CH:26][N:25]=5)[S:23][C:16]=34)=[C:10]([F:37])[CH:9]=2)=[O:6])[CH2:3][CH2:2]1.[CH3:38][NH:39][C:40](=[O:43])[CH:41]=[CH2:42], predict the reaction product. The product is: [OH-:6].[NH4+:4].[CH:1]1([NH:4][C:5](=[O:6])[NH:7][C:8]2[CH:13]=[CH:12][C:11]([O:14][C:15]3[CH:20]=[CH:19][N:18]=[C:17]4[CH:21]=[C:22]([C:24]5[N:25]=[CH:26][C:27]([CH2:30][N:31]6[CH2:32][CH2:33][N:34]([CH2:42][CH2:41][C:40]([NH:39][CH3:38])=[O:43])[CH2:35][CH2:36]6)=[CH:28][CH:29]=5)[S:23][C:16]=34)=[C:10]([F:37])[CH:9]=2)[CH2:3][CH2:2]1. (5) Given the reactants [CH3:1][C:2]1[N:7]=[CH:6][C:5](C=O)=[CH:4][N:3]=1.C(O[CH:14]([O:19][CH:20]([CH3:22])[CH3:21])[O:15][CH:16]([CH3:18])[CH3:17])(C)C.CS(O)(=O)=O.C(=O)([O-])[O-].[K+].[K+], predict the reaction product. The product is: [CH:20]([O:19][CH:14]([O:15][CH:16]([CH3:17])[CH3:18])[C:5]1[CH:4]=[N:3][C:2]([CH3:1])=[N:7][CH:6]=1)([CH3:21])[CH3:22]. (6) Given the reactants Cl[CH2:2][C:3]1[N:7]([CH:8]([CH3:10])[CH3:9])[C:6]2[CH:11]=[CH:12][CH:13]=[CH:14][C:5]=2[N:4]=1.[CH3:15][Si:16]([CH3:21])([CH3:20])[C:17]#[C:18][CH3:19], predict the reaction product. The product is: [CH:8]([N:7]1[C:6]2[CH:11]=[CH:12][CH:13]=[CH:14][C:5]=2[N:4]=[C:3]1[CH2:2][CH2:19][C:18]#[C:17][Si:16]([CH3:21])([CH3:20])[CH3:15])([CH3:10])[CH3:9]. (7) Given the reactants [Cl:1][C:2]1[CH:7]=[CH:6][C:5]([N+:8]([O-])=O)=[CH:4][C:3]=1[C:11]1[NH:12][C:13]([C:16]2[CH:21]=[CH:20][CH:19]=[CH:18][CH:17]=2)=[CH:14][N:15]=1.O.O.[Sn](Cl)Cl.C(OCC)(=O)C.[OH-].[Na+], predict the reaction product. The product is: [Cl:1][C:2]1[CH:7]=[CH:6][C:5]([NH2:8])=[CH:4][C:3]=1[C:11]1[NH:12][C:13]([C:16]2[CH:21]=[CH:20][CH:19]=[CH:18][CH:17]=2)=[CH:14][N:15]=1.